The task is: Predict which catalyst facilitates the given reaction.. This data is from Catalyst prediction with 721,799 reactions and 888 catalyst types from USPTO. Product: [F:1][C:2]1[CH:3]=[C:4]([NH:18][C:19](=[O:26])[CH2:20][C:21]([OH:23])=[O:22])[CH:5]=[CH:6][C:7]=1[O:8][C:9]1[C:14]2=[CH:15][CH:16]=[CH:17][N:13]2[N:12]=[CH:11][N:10]=1. Reactant: [F:1][C:2]1[CH:3]=[C:4]([NH:18][C:19](=[O:26])[CH2:20][C:21]([O:23]CC)=[O:22])[CH:5]=[CH:6][C:7]=1[O:8][C:9]1[C:14]2=[CH:15][CH:16]=[CH:17][N:13]2[N:12]=[CH:11][N:10]=1.[OH-].[Na+]. The catalyst class is: 8.